From a dataset of Peptide-MHC class I binding affinity with 185,985 pairs from IEDB/IMGT. Regression. Given a peptide amino acid sequence and an MHC pseudo amino acid sequence, predict their binding affinity value. This is MHC class I binding data. (1) The peptide sequence is WTTQDCNCSI. The MHC is Patr-B0101 with pseudo-sequence Patr-B0101. The binding affinity (normalized) is 0.720. (2) The peptide sequence is NLKLYGAEF. The MHC is HLA-A03:01 with pseudo-sequence HLA-A03:01. The binding affinity (normalized) is 0.0847. (3) The peptide sequence is RRWIQLGLQK. The MHC is HLA-A02:02 with pseudo-sequence HLA-A02:02. The binding affinity (normalized) is 0. (4) The peptide sequence is TMKERRPIL. The MHC is HLA-A32:01 with pseudo-sequence HLA-A32:01. The binding affinity (normalized) is 0.288. (5) The peptide sequence is MGCLGNQL. The MHC is Mamu-B03 with pseudo-sequence Mamu-B03. The binding affinity (normalized) is 0. (6) The peptide sequence is RMLINRFTM. The MHC is HLA-A32:01 with pseudo-sequence HLA-A32:01. The binding affinity (normalized) is 0.578.